From a dataset of Peptide-MHC class I binding affinity with 185,985 pairs from IEDB/IMGT. Regression. Given a peptide amino acid sequence and an MHC pseudo amino acid sequence, predict their binding affinity value. This is MHC class I binding data. (1) The peptide sequence is FVLANPLMM. The MHC is H-2-Db with pseudo-sequence H-2-Db. The binding affinity (normalized) is 0.474. (2) The peptide sequence is KSFSAGMFH. The binding affinity (normalized) is 0.0847. The MHC is HLA-A02:03 with pseudo-sequence HLA-A02:03. (3) The peptide sequence is ATFEAVLAK. The MHC is HLA-A02:01 with pseudo-sequence HLA-A02:01. The binding affinity (normalized) is 0.0847.